From a dataset of Catalyst prediction with 721,799 reactions and 888 catalyst types from USPTO. Predict which catalyst facilitates the given reaction. (1) Reactant: Cl.[F:2][C:3]1[CH:8]=[CH:7][CH:6]=[CH:5][C:4]=1[N:9]1[CH:13]=[C:12]([C:14]2[CH2:15][CH2:16][NH:17][CH2:18][CH:19]=2)[N:11]=[N:10]1.Cl[C:21]([O:23][CH:24]([CH3:26])[CH3:25])=[O:22].[Cl-].[NH4+]. Product: [F:2][C:3]1[CH:8]=[CH:7][CH:6]=[CH:5][C:4]=1[N:9]1[CH:13]=[C:12]([C:14]2[CH2:15][CH2:16][N:17]([C:21]([O:23][CH:24]([CH3:26])[CH3:25])=[O:22])[CH2:18][CH:19]=2)[N:11]=[N:10]1. The catalyst class is: 17. (2) Reactant: Cl.[CH2:2]([O:9][C:10](=[O:16])[C@H:11]1[CH2:15][CH2:14][CH2:13][NH:12]1)[C:3]1[CH:8]=[CH:7][CH:6]=[CH:5][CH:4]=1.[C:17]1([CH2:27][C:28]([OH:30])=O)[CH:22]=[CH:21][CH:20]=[C:19]([CH2:23][C:24]([OH:26])=O)[CH:18]=1. Product: [CH2:2]([O:9][C:10]([C@H:11]1[CH2:15][CH2:14][CH2:13][N:12]1[C:24](=[O:26])[CH2:23][C:19]1[CH:20]=[CH:21][CH:22]=[C:17]([CH2:27][C:28]([N:12]2[CH2:13][CH2:14][CH2:15][C@@H:11]2[C:10]([O:9][CH2:2][C:3]2[CH:8]=[CH:7][CH:6]=[CH:5][CH:4]=2)=[O:16])=[O:30])[CH:18]=1)=[O:16])[C:3]1[CH:4]=[CH:5][CH:6]=[CH:7][CH:8]=1. The catalyst class is: 25. (3) Reactant: [Cl:1][C:2]1[CH:7]=[CH:6][C:5]([C@:8]2([O:17][C@H:16]([CH2:18][OH:19])[C@@H:14]([OH:15])[C@H:12]([OH:13])[C@H:10]2[OH:11])[OH:9])=[CH:4][C:3]=1[CH2:20][C:21]1[CH:26]=[CH:25][C:24]([OH:27])=[CH:23][CH:22]=1.Br[C:29]1([C:34]([O:36][CH3:37])=[O:35])[CH2:33][CH2:32][CH2:31][CH2:30]1.[I-].[K+].C(=O)([O-])[O-].[K+].[K+]. Product: [Cl:1][C:2]1[CH:7]=[CH:6][C:5]([C@:8]2([O:17][C@H:16]([CH2:18][OH:19])[C@@H:14]([OH:15])[C@H:12]([OH:13])[C@H:10]2[OH:11])[OH:9])=[CH:4][C:3]=1[CH2:20][C:21]1[CH:22]=[CH:23][C:24]([O:27][C:29]2([C:34]([O:36][CH3:37])=[O:35])[CH2:33][CH2:32][CH2:31][CH2:30]2)=[CH:25][CH:26]=1. The catalyst class is: 24. (4) Reactant: Cl[C:2]1[N:7]=[C:6]([Cl:8])[N:5]=[C:4]2[N:9]([CH3:12])[N:10]=[CH:11][C:3]=12.Cl.[CH3:14][N:15]1[CH:19]=[C:18]([NH2:20])[N:17]=[CH:16]1. Product: [Cl:8][C:6]1[N:5]=[C:4]2[N:9]([CH3:12])[N:10]=[CH:11][C:3]2=[C:2]([NH:20][C:18]2[N:17]=[CH:16][N:15]([CH3:14])[CH:19]=2)[N:7]=1. The catalyst class is: 8. (5) Reactant: [CH3:1][NH:2][C@@H:3]1[C:8]2[CH:9]=[CH:10][CH:11]=[CH:12][C:7]=2[C@H:6]([C:13]2[CH:14]=[CH:15][C:16]([Cl:20])=[C:17]([Cl:19])[CH:18]=2)[CH2:5][CH2:4]1.[C:21]([OH:24])(=[O:23])[CH3:22]. Product: [CH3:1][NH:2][C@@H:3]1[C:8]2[CH:9]=[CH:10][CH:11]=[CH:12][C:7]=2[C@H:6]([C:13]2[CH:14]=[CH:15][C:16]([Cl:20])=[C:17]([Cl:19])[CH:18]=2)[CH2:5][CH2:4]1.[C:21]([O-:24])(=[O:23])[CH3:22]. The catalyst class is: 81. (6) Reactant: Br[C:2]1[CH:3]=[N:4][C:5]([N:8]2[CH2:13][CH2:12][N:11]([C:14]([O:16][C:17]([CH3:20])([CH3:19])[CH3:18])=[O:15])[CH2:10][CH2:9]2)=[N:6][CH:7]=1.[B:21]1([B:21]2[O:25][C:24]([CH3:27])([CH3:26])[C:23]([CH3:29])([CH3:28])[O:22]2)[O:25][C:24]([CH3:27])([CH3:26])[C:23]([CH3:29])([CH3:28])[O:22]1.C([O-])(=O)C.[K+].CCOC(C)=O. Product: [CH3:28][C:23]1([CH3:29])[C:24]([CH3:27])([CH3:26])[O:25][B:21]([C:2]2[CH:3]=[N:4][C:5]([N:8]3[CH2:13][CH2:12][N:11]([C:14]([O:16][C:17]([CH3:20])([CH3:19])[CH3:18])=[O:15])[CH2:10][CH2:9]3)=[N:6][CH:7]=2)[O:22]1. The catalyst class is: 12.